Task: Predict which catalyst facilitates the given reaction.. Dataset: Catalyst prediction with 721,799 reactions and 888 catalyst types from USPTO (1) Reactant: [CH3:1]/[CH:2]=[CH:3]/[C:4]([CH:6]1[C:11]([CH3:13])([CH3:12])[CH2:10][CH:9]=[CH:8][CH:7]1[CH3:14])=[O:5].C1CCN2C(=NCCC2)CC1.[SH:26][CH2:27][C:28]([O:30][CH2:31][CH2:32][O:33][CH3:34])=[O:29]. Product: [O:5]=[C:4]([CH:6]1[C:11]([CH3:12])([CH3:13])[CH2:10][CH:9]=[CH:8][CH:7]1[CH3:14])[CH2:3][CH:2]([S:26][CH2:27][C:28]([O:30][CH2:31][CH2:32][O:33][CH3:34])=[O:29])[CH3:1]. The catalyst class is: 217. (2) Reactant: [OH:1][CH:2]([C:5]1[CH:17]=[CH:16][C:8]([C:9]([O:11][C:12]([CH3:15])([CH3:14])[CH3:13])=[O:10])=[CH:7][CH:6]=1)[CH:3]=[CH2:4].[Cr](O[Cr]([O-])(=O)=O)([O-])(=O)=O.[NH+]1C=CC=CC=1.[NH+]1C=CC=CC=1. Product: [C:2]([C:5]1[CH:17]=[CH:16][C:8]([C:9]([O:11][C:12]([CH3:14])([CH3:13])[CH3:15])=[O:10])=[CH:7][CH:6]=1)(=[O:1])[CH:3]=[CH2:4]. The catalyst class is: 2. (3) Reactant: C([O:3][C:4](=O)[CH:5]([C:15]1[CH:16]=[N:17][CH:18]=[CH:19][CH:20]=1)[CH:6]=[N:7][NH:8][C:9]1[CH:14]=[CH:13][CH:12]=[CH:11][N:10]=1)C.C([O-])C.[Na+].Cl. Product: [N:10]1[CH:11]=[CH:12][CH:13]=[CH:14][C:9]=1[N:8]1[C:4](=[O:3])[C:5]([C:15]2[CH:16]=[N:17][CH:18]=[CH:19][CH:20]=2)=[CH:6][NH:7]1. The catalyst class is: 8. (4) Reactant: [NH2:1][C:2]1[N:11]=[C:10](O)[C:9]2[CH2:8][CH2:7][CH2:6][CH2:5][C:4]=2[N:3]=1.P(Br)(Br)([Br:15])=O. Product: [Br:15][C:10]1[C:9]2[CH2:8][CH2:7][CH2:6][CH2:5][C:4]=2[N:3]=[C:2]([NH2:1])[N:11]=1. The catalyst class is: 11. (5) Reactant: IC1C=CC=CC=1S([O-])(=O)=O.[Na+].OOS([O-])=O.[K+].S([O-])([O-])(=O)=O.[Na+].[Na+].[CH2:26]([Si:28]([CH2:39][CH3:40])([CH2:37][CH3:38])[O:29][CH:30]1[CH2:35][CH2:34][CH:33]([OH:36])[CH2:32][CH2:31]1)[CH3:27]. Product: [CH2:37]([Si:28]([CH2:26][CH3:27])([CH2:39][CH3:40])[O:29][CH:30]1[CH2:35][CH2:34][C:33](=[O:36])[CH2:32][CH2:31]1)[CH3:38]. The catalyst class is: 13.